From a dataset of Full USPTO retrosynthesis dataset with 1.9M reactions from patents (1976-2016). Predict the reactants needed to synthesize the given product. (1) Given the product [C:8]([O:7][C@@H:6]1[C@@H:11]([O:12][C:13](=[O:15])[CH3:14])[C@H:16]([O:17][C:18](=[O:20])[CH3:19])[C@@H:21]([CH2:23][O:24][C:25](=[O:27])[CH3:26])[O:22][C@@H:5]1[Br:28])(=[O:10])[CH3:9], predict the reactants needed to synthesize it. The reactants are: C(O[C@H:5]1[O:22][C@H:21]([CH2:23][O:24][C:25](=[O:27])[CH3:26])[C@@H:16]([O:17][C:18](=[O:20])[CH3:19])[C@H:11]([O:12][C:13](=[O:15])[CH3:14])[C@H:6]1[O:7][C:8](=[O:10])[CH3:9])(=O)C.[BrH:28].C(OCC)(=O)C.CCCCCC. (2) Given the product [Cl:1][C:2]1[N:7]=[C:6]([C:8]2[S:47][C:45]([CH:44]([CH3:48])[CH3:43])=[N:46][C:9]=2[C:11]2[C:12]([F:29])=[C:13]([NH:17][S:18]([C:21]3[C:26]([F:27])=[CH:25][CH:24]=[CH:23][C:22]=3[F:28])(=[O:20])=[O:19])[CH:14]=[CH:15][CH:16]=2)[CH:5]=[CH:4][N:3]=1, predict the reactants needed to synthesize it. The reactants are: [Cl:1][C:2]1[N:7]=[C:6]([CH2:8][C:9]([C:11]2[C:12]([F:29])=[C:13]([NH:17][S:18]([C:21]3[C:26]([F:27])=[CH:25][CH:24]=[CH:23][C:22]=3[F:28])(=[O:20])=[O:19])[CH:14]=[CH:15][CH:16]=2)=O)[CH:5]=[CH:4][N:3]=1.CN(C=O)C.C1C(=O)N(Br)C(=O)C1.[CH3:43][CH:44]([CH3:48])[C:45](=[S:47])[NH2:46]. (3) Given the product [C:1]([O:7][CH2:8][N:9]1[C:13]2[N:14]=[CH:15][N:16]=[C:17]([C:18]3[CH:19]=[N:20][N:21]([C@@H:23]([CH:27]4[CH2:31][CH2:30][CH2:29][CH2:28]4)[CH2:24][C:25]#[N:38])[CH:22]=3)[C:12]=2[CH:11]=[CH:10]1)(=[O:6])[C:2]([CH3:4])([CH3:5])[CH3:3], predict the reactants needed to synthesize it. The reactants are: [C:1]([O:7][CH2:8][N:9]1[C:13]2[N:14]=[CH:15][N:16]=[C:17]([C:18]3[CH:19]=[N:20][N:21]([C@@H:23]([CH:27]4[CH2:31][CH2:30][CH2:29][CH2:28]4)[CH2:24][CH:25]=O)[CH:22]=3)[C:12]=2[CH:11]=[CH:10]1)(=[O:6])[C:2]([CH3:5])([CH3:4])[CH3:3].O1CCCC1.[OH-].[NH4+:38].II.